This data is from Serine/threonine kinase 33 screen with 319,792 compounds. The task is: Binary Classification. Given a drug SMILES string, predict its activity (active/inactive) in a high-throughput screening assay against a specified biological target. The drug is Brc1ccc(S(=O)(=O)Nc2ccc(cc2)C(=O)NN)cc1. The result is 0 (inactive).